Dataset: Reaction yield outcomes from USPTO patents with 853,638 reactions. Task: Predict the reaction yield, written as a fraction of the theoretical maximum amount of product (1.0 means a 100% yield; for example, 0.34 means a 34% yield). (1) The catalyst is CS(C)=O. The yield is 0.520. The product is [Cl:22][CH2:21][C:20](=[N:19][O:18][CH3:17])[CH2:23][N:11]1[C:12]2[C:8](=[CH:7][C:6]([N:5]=[C:3]([N:2]([CH3:1])[CH3:16])[CH3:4])=[CH:14][CH:13]=2)[CH:9]=[C:10]1[CH3:15]. The reactants are [CH3:1][N:2]([CH3:16])[C:3](=[N:5][C:6]1[CH:7]=[C:8]2[C:12](=[CH:13][CH:14]=1)[NH:11][C:10]([CH3:15])=[CH:9]2)[CH3:4].[CH3:17][O:18][N:19]=[C:20]([CH2:23]Cl)[CH2:21][Cl:22]. (2) The reactants are [Cl:1][C:2]1[C:14]([NH:15][CH2:16][C:17]2[CH:22]=[C:21]([C:23]3[CH:28]=[CH:27][CH:26]=[C:25]([F:29])[CH:24]=3)[CH:20]=[CH:19][C:18]=2[F:30])=[C:13]([Cl:31])[CH:12]=[CH:11][C:3]=1[O:4][CH2:5][C:6]([O:8]CC)=[O:7].O[Li].O.O. The catalyst is C1COCC1. The product is [Cl:1][C:2]1[C:14]([NH:15][CH2:16][C:17]2[CH:22]=[C:21]([C:23]3[CH:28]=[CH:27][CH:26]=[C:25]([F:29])[CH:24]=3)[CH:20]=[CH:19][C:18]=2[F:30])=[C:13]([Cl:31])[CH:12]=[CH:11][C:3]=1[O:4][CH2:5][C:6]([OH:8])=[O:7]. The yield is 0.650. (3) The reactants are [NH2:1][C:2]1[NH:3][C:4](=O)[C:5]2[N:11]=[C:10]([Cl:12])[CH:9]=[CH:8][C:6]=2[N:7]=1.N12CCCN=C1CCCCC2.F[P-](F)(F)(F)(F)F.N1(O[P+](N(C)C)(N(C)C)N(C)C)C2C=CC=CC=2N=N1.[NH:52]1[CH2:57][CH2:56][NH:55][CH2:54][CH2:53]1. The catalyst is CN(C=O)C. The product is [NH2:1][C:2]1[N:3]=[C:4]([N:52]2[CH2:57][CH2:56][NH:55][CH2:54][CH2:53]2)[C:5]2[N:11]=[C:10]([Cl:12])[CH:9]=[CH:8][C:6]=2[N:7]=1. The yield is 0.540. (4) The reactants are [Cl:1][C:2]1[CH:9]=[CH:8][C:5]([CH:6]=[O:7])=[CH:4][CH:3]=1.[CH3:10][C:11](O)([CH2:13][CH:14]=[CH2:15])[CH3:12].[CH3:17][S:18]([OH:21])(=[O:20])=[O:19].C([O-])([O-])=O.[Na+].[Na+]. The catalyst is C(Cl)Cl. The product is [CH3:17][S:18]([O:21][CH:14]1[CH2:15][CH:6]([C:5]2[CH:8]=[CH:9][C:2]([Cl:1])=[CH:3][CH:4]=2)[O:7][C:11]([CH3:12])([CH3:10])[CH2:13]1)(=[O:20])=[O:19]. The yield is 0.230. (5) The reactants are [F:1][C:2]([F:16])([F:15])[C:3]1[CH:8]=[CH:7][C:6]([C:9]2[CH:14]=[CH:13][N:12]=[CH:11][CH:10]=2)=[CH:5][CH:4]=1.C(O)(C(F)(F)F)=O. The catalyst is CO.[C].[Pd]. The product is [F:16][C:2]([F:1])([F:15])[C:3]1[CH:4]=[CH:5][C:6]([CH:9]2[CH2:10][CH2:11][NH:12][CH2:13][CH2:14]2)=[CH:7][CH:8]=1. The yield is 0.680. (6) The reactants are I[C:2]1[CH:3]=[C:4]([CH:7]=[CH:8][CH:9]=1)[CH:5]=[O:6].[Br:10][C:11]1[CH:16]=[CH:15][C:14]([S:17]([O-:19])=[O:18])=[CH:13][CH:12]=1.[Na+]. The catalyst is CS(C)=O.C(OCC)(=O)C.[Cu]I. The product is [Br:10][C:11]1[CH:16]=[CH:15][C:14]([S:17]([C:2]2[CH:3]=[C:4]([CH:7]=[CH:8][CH:9]=2)[CH:5]=[O:6])(=[O:19])=[O:18])=[CH:13][CH:12]=1. The yield is 0.350. (7) The reactants are [O:1]=[C:2]1[N:7]([C:8]2[CH:13]=[CH:12][CH:11]=[CH:10][CH:9]=2)[N:6]=[C:5]([C:14]([NH2:16])=[O:15])[C:4]([O:17][C:18]2[CH:23]=[CH:22][CH:21]=[CH:20][CH:19]=2)=[CH:3]1.CO[C:26](OC)([N:28]([CH3:30])[CH3:29])[CH3:27].C1(C)C=CC=CC=1. The catalyst is CCOCC. The product is [CH3:29][N:28]([CH3:30])[C:26](=[N:16][C:14]([C:5]1[C:4]([O:17][C:18]2[CH:23]=[CH:22][CH:21]=[CH:20][CH:19]=2)=[CH:3][C:2](=[O:1])[N:7]([C:8]2[CH:9]=[CH:10][CH:11]=[CH:12][CH:13]=2)[N:6]=1)=[O:15])[CH3:27]. The yield is 0.790.